From a dataset of Full USPTO retrosynthesis dataset with 1.9M reactions from patents (1976-2016). Predict the reactants needed to synthesize the given product. Given the product [CH2:6]([O:8][C:9]([C:11]1[CH:12]=[C:13]([C:18]2[C:19]([C:24]3[CH:29]=[C:28]([Cl:30])[CH:27]=[CH:26][C:25]=3[O:31][CH2:32][C:33]3[CH:38]=[CH:37][CH:36]=[CH:35][CH:34]=3)=[CH:20][CH:21]=[CH:22][CH:23]=2)[CH:14]=[C:15]([N:17]([S:2]([CH3:1])(=[O:4])=[O:3])[S:2]([CH3:1])(=[O:4])=[O:3])[CH:16]=1)=[O:10])[CH3:7], predict the reactants needed to synthesize it. The reactants are: [CH3:1][S:2](Cl)(=[O:4])=[O:3].[CH2:6]([O:8][C:9]([C:11]1[CH:12]=[C:13]([C:18]2[C:19]([C:24]3[CH:29]=[C:28]([Cl:30])[CH:27]=[CH:26][C:25]=3[O:31][CH2:32][C:33]3[CH:38]=[CH:37][CH:36]=[CH:35][CH:34]=3)=[CH:20][CH:21]=[CH:22][CH:23]=2)[CH:14]=[C:15]([NH2:17])[CH:16]=1)=[O:10])[CH3:7].C(N(CC)CC)C.